From a dataset of Forward reaction prediction with 1.9M reactions from USPTO patents (1976-2016). Predict the product of the given reaction. (1) Given the reactants [F:1][C:2]1[CH:3]=[C:4]([CH:19]=[CH:20][CH:21]=1)[CH2:5][O:6][C:7]1[CH:12]=[CH:11][C:10]([CH:13]=[C:14]([CH3:18])[C:15]([NH2:17])=[O:16])=[CH:9][CH:8]=1, predict the reaction product. The product is: [F:1][C:2]1[CH:3]=[C:4]([CH:19]=[CH:20][CH:21]=1)[CH2:5][O:6][C:7]1[CH:8]=[CH:9][C:10]([CH2:13][CH:14]([CH3:18])[C:15]([NH2:17])=[O:16])=[CH:11][CH:12]=1. (2) The product is: [NH2:13][C:10]1[C:9]([C:24]2[CH:33]=[C:32]([F:34])[C:27]([C:28]([O:30][CH3:31])=[O:29])=[C:26]([C:35]#[N:36])[CH:25]=2)=[CH:8][C:7]([CH:4]2[CH2:3][CH2:2][O:1][CH2:6][CH2:5]2)=[CH:12][N:11]=1. Given the reactants [O:1]1[CH2:6][CH2:5][CH:4]([C:7]2[CH:8]=[C:9](B3OC(C)(C)C(C)(C)O3)[C:10]([NH2:13])=[N:11][CH:12]=2)[CH2:3][CH2:2]1.Cl[C:24]1[CH:33]=[C:32]([F:34])[C:27]([C:28]([O:30][CH3:31])=[O:29])=[C:26]([C:35]#[N:36])[CH:25]=1.CC(C1C=C(C(C)C)C(C2C=CC=CC=2P(C2CCCCC2)C2CCCCC2)=C(C(C)C)C=1)C.C([O-])(O)=O.[Na+], predict the reaction product. (3) The product is: [F:18][C:15]1[CH:16]=[CH:17][C:12]([N:8]2[C:9]3[C:4](=[CH:3][C:2]([C:26]#[C:25][C:27]4[CH:28]=[N:29][C:30]([CH3:33])=[N:31][CH:32]=4)=[CH:11][CH:10]=3)[C:5](=[O:24])[C:6]([C:19]([O:21][CH2:22][CH3:23])=[O:20])=[CH:7]2)=[CH:13][CH:14]=1. Given the reactants Br[C:2]1[CH:3]=[C:4]2[C:9](=[CH:10][CH:11]=1)[N:8]([C:12]1[CH:17]=[CH:16][C:15]([F:18])=[CH:14][CH:13]=1)[CH:7]=[C:6]([C:19]([O:21][CH2:22][CH3:23])=[O:20])[C:5]2=[O:24].[C:25]([C:27]1[CH:28]=[N:29][C:30]([CH3:33])=[N:31][CH:32]=1)#[CH:26].C(N(CC)CC)C, predict the reaction product. (4) Given the reactants C([NH:8][C:9]([C:11]1[C:19]2[C:18]3[CH:20]=[C:21]([NH2:24])[CH:22]=[CH:23][C:17]=3[O:16][C:15]=2[C:14]([O:25][CH3:26])=[CH:13][CH:12]=1)=[O:10])C1C=CC=CC=1.[C:27](Cl)(=[O:29])[CH3:28].N1[CH:36]=[CH:35][CH:34]=[CH:33][CH:32]=1.[CH2:37]1COC[CH2:38]1, predict the reaction product. The product is: [CH2:32]([C:12]1[CH:13]=[C:14]([O:25][CH3:26])[C:15]2[O:16][C:17]3[CH:23]=[CH:22][C:21]([NH:24][C:27](=[O:29])[CH3:28])=[CH:20][C:18]=3[C:19]=2[C:11]=1[C:9]([NH2:8])=[O:10])[C:33]1[CH:38]=[CH:37][CH:36]=[CH:35][CH:34]=1. (5) The product is: [CH2:1]([C@H:6]1[CH2:8][C@H:7]1[CH2:9][C@H:10]1[CH2:12][C@H:11]1[CH2:13][C:14]#[C:15][CH2:16][CH2:17][CH2:18][CH2:19][CH2:20][OH:21])[CH2:2][CH2:3][CH2:4][CH3:5]. Given the reactants [CH2:1]([C@H:6]1[CH2:8][C@H:7]1[CH2:9][C@@H:10]1[CH2:12][C@@H:11]1[CH2:13][C:14]#[C:15][CH2:16][CH2:17][CH2:18][CH2:19][CH2:20][OH:21])[CH2:2][CH2:3][CH2:4][CH3:5], predict the reaction product.